Dataset: Catalyst prediction with 721,799 reactions and 888 catalyst types from USPTO. Task: Predict which catalyst facilitates the given reaction. (1) Reactant: Br[C:2]1[C:3]2[N:4]([N:30]=[CH:31][N:32]=2)[CH:5]=[C:6]([C:8]2[CH:9]=[C:10]([CH:27]=[CH:28][CH:29]=2)[C:11]([NH:13][C:14]2[CH:26]=[CH:25][C:17]([C:18]([O:20][C:21]([CH3:24])([CH3:23])[CH3:22])=[O:19])=[CH:16][CH:15]=2)=[O:12])[CH:7]=1.[CH3:33][CH:34]1[CH2:38][CH2:37][CH2:36][N:35]1[C:39]1[N:44]=[C:43]([NH2:45])[CH:42]=[CH:41][CH:40]=1.C1C=CC(P(C2C(C3C(P(C4C=CC=CC=4)C4C=CC=CC=4)=CC=C4C=3C=CC=C4)=C3C(C=CC=C3)=CC=2)C2C=CC=CC=2)=CC=1.C([O-])([O-])=O.[Cs+].[Cs+]. Product: [CH3:33][CH:34]1[CH2:38][CH2:37][CH2:36][N:35]1[C:39]1[N:44]=[C:43]([NH:45][C:2]2[C:3]3[N:4]([N:30]=[CH:31][N:32]=3)[CH:5]=[C:6]([C:8]3[CH:9]=[C:10]([CH:27]=[CH:28][CH:29]=3)[C:11]([NH:13][C:14]3[CH:26]=[CH:25][C:17]([C:18]([O:20][C:21]([CH3:24])([CH3:23])[CH3:22])=[O:19])=[CH:16][CH:15]=3)=[O:12])[CH:7]=2)[CH:42]=[CH:41][CH:40]=1. The catalyst class is: 62. (2) The catalyst class is: 219. Product: [OH:4][CH2:5][CH2:6][O:7][C:8]1[C:9]([Se:22][C:23]2[CH:33]=[CH:32][C:26]([C:27]([OH:29])=[O:28])=[CH:25][N:24]=2)=[CH:10][C:11]2[C:12]([CH3:21])([CH3:20])[CH2:13][CH2:14][C:15]([CH3:18])([CH3:19])[C:16]=2[CH:17]=1. Reactant: C([O:4][CH2:5][CH2:6][O:7][C:8]1[C:9]([Se:22][C:23]2[CH:33]=[CH:32][C:26]([C:27]([O:29]CC)=[O:28])=[CH:25][N:24]=2)=[CH:10][C:11]2[C:12]([CH3:21])([CH3:20])[CH2:13][CH2:14][C:15]([CH3:19])([CH3:18])[C:16]=2[CH:17]=1)(=O)C.[OH-].[Na+]. (3) Reactant: [NH:1]1[CH2:7][CH2:6][CH:5]([NH:8][C:9](=[O:15])[O:10][C:11]([CH3:14])([CH3:13])[CH3:12])[CH2:4][C:3]2[CH:16]=[CH:17][CH:18]=[CH:19][C:2]1=2.[C:20]1([S:26](Cl)(=[O:28])=[O:27])[CH:25]=[CH:24][CH:23]=[CH:22][CH:21]=1. Product: [C:20]1([S:26]([N:1]2[CH2:7][CH2:6][CH:5]([NH:8][C:9](=[O:15])[O:10][C:11]([CH3:13])([CH3:14])[CH3:12])[CH2:4][C:3]3[CH:16]=[CH:17][CH:18]=[CH:19][C:2]2=3)(=[O:28])=[O:27])[CH:25]=[CH:24][CH:23]=[CH:22][CH:21]=1. The catalyst class is: 26. (4) Reactant: [NH2:1][C:2]1[N:3]=[CH:4][C:5]([C:14]2[CH:15]=[C:16]([CH:21]=[CH:22][CH:23]=2)[C:17]([O:19]C)=[O:18])=[N:6][C:7]=1[C:8]([NH:10][CH:11]1[CH2:13][CH2:12]1)=[O:9].[OH-].[Na+]. Product: [NH2:1][C:2]1[N:3]=[CH:4][C:5]([C:14]2[CH:15]=[C:16]([CH:21]=[CH:22][CH:23]=2)[C:17]([OH:19])=[O:18])=[N:6][C:7]=1[C:8]([NH:10][CH:11]1[CH2:13][CH2:12]1)=[O:9]. The catalyst class is: 5. (5) Reactant: [CH:1]1([C:4]2[C:13]3[C:8](=[CH:9][CH:10]=[CH:11][CH:12]=3)[CH:7]=[N:6][C:5]=2[N:14]([CH2:29][C:30]2[CH:35]=[CH:34][C:33]([O:36][C:37]([F:40])([F:39])[F:38])=[CH:32][CH:31]=2)[S:15]([C:18]2[CH:27]=[CH:26][C:21]([C:22]([O:24]C)=[O:23])=[CH:20][C:19]=2[CH3:28])(=[O:17])=[O:16])[CH2:3][CH2:2]1.[OH-].[Na+]. Product: [CH:1]1([C:4]2[C:13]3[C:8](=[CH:9][CH:10]=[CH:11][CH:12]=3)[CH:7]=[N:6][C:5]=2[N:14]([CH2:29][C:30]2[CH:31]=[CH:32][C:33]([O:36][C:37]([F:39])([F:40])[F:38])=[CH:34][CH:35]=2)[S:15]([C:18]2[CH:27]=[CH:26][C:21]([C:22]([OH:24])=[O:23])=[CH:20][C:19]=2[CH3:28])(=[O:17])=[O:16])[CH2:3][CH2:2]1. The catalyst class is: 8. (6) Reactant: [Br:1][C:2]1[N:3]=[CH:4][C:5]([NH2:8])=[N:6][CH:7]=1.CCN(C(C)C)C(C)C.[CH3:18][C:19]([O:22][C:23](O[C:23]([O:22][C:19]([CH3:21])([CH3:20])[CH3:18])=[O:24])=[O:24])([CH3:21])[CH3:20]. Product: [Br:1][C:2]1[N:3]=[CH:4][C:5]([NH:8][C:23](=[O:24])[O:22][C:19]([CH3:21])([CH3:20])[CH3:18])=[N:6][CH:7]=1. The catalyst class is: 64. (7) Reactant: [CH3:1][O:2][C:3]1[CH:8]=[CH:7][CH:6]=[CH:5][C:4]=1[N:9]1[C:13]([C:14]2[CH:22]=[CH:21][C:17]([C:18](Cl)=[O:19])=[CH:16][CH:15]=2)=[CH:12][C:11]([CH:23]2[CH2:28][C:27]([CH3:30])([CH3:29])[O:26][C:25]([CH3:32])([CH3:31])[CH2:24]2)=[N:10]1.[NH:33]1[CH2:38][CH2:37][O:36][CH2:35][CH2:34]1. Product: [CH3:1][O:2][C:3]1[CH:8]=[CH:7][CH:6]=[CH:5][C:4]=1[N:9]1[C:13]([C:14]2[CH:22]=[CH:21][C:17]([C:18]([N:33]3[CH2:38][CH2:37][O:36][CH2:35][CH2:34]3)=[O:19])=[CH:16][CH:15]=2)=[CH:12][C:11]([CH:23]2[CH2:28][C:27]([CH3:30])([CH3:29])[O:26][C:25]([CH3:32])([CH3:31])[CH2:24]2)=[N:10]1. The catalyst class is: 2. (8) Reactant: [CH2:1]([N:3]1[CH2:8][CH2:7][N:6]([C:9]2[C:18]3[C:13](=[CH:14][CH:15]=[CH:16][CH:17]=3)[CH:12]=[C:11]([C:19]3[S:23][C:22]([CH:24]4OCCC[O:25]4)=[N:21][CH:20]=3)[N:10]=2)[CH2:5][CH2:4]1)[CH3:2].[OH-].[Na+]. Product: [CH2:1]([N:3]1[CH2:8][CH2:7][N:6]([C:9]2[C:18]3[C:13](=[CH:14][CH:15]=[CH:16][CH:17]=3)[CH:12]=[C:11]([C:19]3[S:23][C:22]([CH:24]=[O:25])=[N:21][CH:20]=3)[N:10]=2)[CH2:5][CH2:4]1)[CH3:2]. The catalyst class is: 632. (9) Reactant: [Cl-].[C:2]([IH+:6]([C:13]([CH3:16])([CH3:15])[CH3:14])[C:7]1[CH:12]=[CH:11][CH:10]=[CH:9][CH:8]=1)([CH3:5])([CH3:4])[CH3:3].C([O-])([O-])(OCC)CC.[F:25][C:26]([F:32])([F:31])[S:27]([OH:30])(=[O:29])=[O:28].N. Product: [O-:30][S:27]([C:26]([F:32])([F:31])[F:25])(=[O:29])=[O:28].[C:13]([IH+:6]([C:2]([CH3:5])([CH3:4])[CH3:3])[C:7]1[CH:12]=[CH:11][CH:10]=[CH:9][CH:8]=1)([CH3:16])([CH3:15])[CH3:14]. The catalyst class is: 2.